From a dataset of Reaction yield outcomes from USPTO patents with 853,638 reactions. Predict the reaction yield, written as a fraction of the theoretical maximum amount of product (1.0 means a 100% yield; for example, 0.34 means a 34% yield). (1) The reactants are Br[C:2]1[CH:3]=[C:4]2[C:9](=[O:10])[N:8]3[CH2:11][CH2:12][NH:13][C:7]3([C:14]3[CH:19]=[CH:18][C:17]([Cl:20])=[CH:16][CH:15]=3)[CH2:6][N:5]2[CH:21]=1.[N:22]1[CH:27]=[CH:26][CH:25]=[C:24](B(O)O)[CH:23]=1.C(=O)([O-])[O-].[Na+].[Na+].C(O)C. The catalyst is COCCOC.Cl[Pd](Cl)([P](C1C=CC=CC=1)(C1C=CC=CC=1)C1C=CC=CC=1)[P](C1C=CC=CC=1)(C1C=CC=CC=1)C1C=CC=CC=1.O. The product is [Cl:20][C:17]1[CH:18]=[CH:19][C:14]([C:7]23[NH:13][CH2:12][CH2:11][N:8]2[C:9](=[O:10])[C:4]2[N:5]([CH:21]=[C:2]([C:24]4[CH:23]=[N:22][CH:27]=[CH:26][CH:25]=4)[CH:3]=2)[CH2:6]3)=[CH:15][CH:16]=1. The yield is 0.400. (2) The catalyst is C(=O)([O-])[O-].[K+].[K+]. The reactants are [CH2:1]([O:3][C:4](=[O:13])[C:5]1[CH:10]=[CH:9][C:8]([OH:11])=[C:7]([Br:12])[CH:6]=1)[CH3:2].C1COCC1.C1(O)C=CC=CC=1.[I:26]I. The product is [CH2:1]([O:3][C:4](=[O:13])[C:5]1[CH:10]=[C:9]([I:26])[C:8]([OH:11])=[C:7]([Br:12])[CH:6]=1)[CH3:2]. The yield is 0.900. (3) The reactants are [NH2:1][C:2]1[CH:7]=[CH:6][C:5]([CH:8]([CH3:12])[C:9]([OH:11])=O)=[CH:4][C:3]=1[O:13][CH3:14].C(N(CC)C(C)C)(C)C.[NH:24]1[CH2:29][CH2:28][O:27][CH2:26][CH2:25]1.CN(C(ON1N=NC2C=CC=NC1=2)=[N+](C)C)C.F[P-](F)(F)(F)(F)F. The catalyst is ClCCl. The product is [NH2:1][C:2]1[CH:7]=[CH:6][C:5]([CH:8]([CH3:12])[C:9]([N:24]2[CH2:29][CH2:28][O:27][CH2:26][CH2:25]2)=[O:11])=[CH:4][C:3]=1[O:13][CH3:14]. The yield is 0.750. (4) The reactants are C(NCC(O)=O)(OCC1C2C(=CC=CC=2)C2C1=CC=CC=2)=O.[CH:23]1[CH:24]=[CH:25][C:26]2[N:31]([OH:32])[N:30]=[N:29][C:27]=2[CH:28]=1.[CH2:33]([Cl:36])[CH2:34][Cl:35].O. The catalyst is C(Cl)Cl. The product is [CH:23]1[CH:24]=[CH:25][C:26]2[N:31]([OH:32])[N:30]=[N:29][C:27]=2[CH:28]=1.[CH2:33]([Cl:36])[CH2:34][Cl:35]. The yield is 0.280. (5) The reactants are C[O:2][C:3](=[O:26])[C:4]1[CH:9]=[CH:8][C:7]([NH:10][CH:11]2[CH2:15][CH2:14][CH2:13][CH:12]2[CH3:16])=[C:6]([NH:17][C:18](=O)[CH2:19][C:20]2[S:21][CH:22]=[CH:23][CH:24]=2)[CH:5]=1.Cl. The catalyst is O1CCOCC1. The product is [CH3:16][CH:12]1[CH2:13][CH2:14][CH2:15][CH:11]1[N:10]1[C:7]2[CH:8]=[CH:9][C:4]([C:3]([OH:2])=[O:26])=[CH:5][C:6]=2[N:17]=[C:18]1[CH2:19][C:20]1[S:21][CH:22]=[CH:23][CH:24]=1. The yield is 0.990. (6) The reactants are Br[C:2]1[CH:7]=[CH:6][C:5]([C:8]2[N:12]([CH2:13][C@@H:14]3[CH2:18][CH2:17][N:16]([C:19]([CH:21]4[CH2:23][CH2:22]4)=[O:20])[CH2:15]3)[N:11]=[N:10][N:9]=2)=[CH:4][CH:3]=1.[NH:24]1[C:32]2[C:27](=[CH:28][CH:29]=[C:30](B(O)O)[CH:31]=2)[CH:26]=[CH:25]1. The catalyst is COCCOC.C1C=CC([P]([Pd]([P](C2C=CC=CC=2)(C2C=CC=CC=2)C2C=CC=CC=2)([P](C2C=CC=CC=2)(C2C=CC=CC=2)C2C=CC=CC=2)[P](C2C=CC=CC=2)(C2C=CC=CC=2)C2C=CC=CC=2)(C2C=CC=CC=2)C2C=CC=CC=2)=CC=1. The product is [CH:21]1([C:19]([N:16]2[CH2:17][CH2:18][C@@H:14]([CH2:13][N:12]3[C:8]([C:5]4[CH:6]=[CH:7][C:2]([C:30]5[CH:31]=[C:32]6[C:27]([CH:26]=[CH:25][NH:24]6)=[CH:28][CH:29]=5)=[CH:3][CH:4]=4)=[N:9][N:10]=[N:11]3)[CH2:15]2)=[O:20])[CH2:23][CH2:22]1. The yield is 0.920. (7) The reactants are [CH3:1][O:2][C:3]1[CH:4]=[CH:5][CH:6]=[C:7]2[C:11]=1[NH:10][CH:9]=[C:8]2[C:12](=[O:14])[CH3:13].C([O-])([O-])=O.[Cs+].[Cs+].[Na+].[I-].[Cl:23][CH2:24][CH2:25][CH2:26]I. The catalyst is CC#N. The product is [Cl:23][CH2:24][CH2:25][CH2:26][N:10]1[C:11]2[C:7](=[CH:6][CH:5]=[CH:4][C:3]=2[O:2][CH3:1])[C:8]([C:12](=[O:14])[CH3:13])=[CH:9]1. The yield is 0.970. (8) The reactants are Cl[C:2]1[CH:7]=[C:6]([O:8][C:9]2[CH:14]=[C:13]([F:15])[C:12]([N+:16]([O-:18])=[O:17])=[CH:11][C:10]=2[F:19])[CH:5]=[CH:4][N:3]=1.[C:20]([NH2:24])(=[O:23])[CH2:21][CH3:22].C([O-])([O-])=O.[Cs+].[Cs+]. The catalyst is O1CCOCC1.C1(P(C2C=CC=CC=2)[C-]2C=CC=C2)C=CC=CC=1.[C-]1(P(C2C=CC=CC=2)C2C=CC=CC=2)C=CC=C1.[Fe+2].C1C=CC(/C=C/C(/C=C/C2C=CC=CC=2)=O)=CC=1.C1C=CC(/C=C/C(/C=C/C2C=CC=CC=2)=O)=CC=1.C1C=CC(/C=C/C(/C=C/C2C=CC=CC=2)=O)=CC=1.[Pd].[Pd]. The product is [F:19][C:10]1[CH:11]=[C:12]([N+:16]([O-:18])=[O:17])[C:13]([F:15])=[CH:14][C:9]=1[O:8][C:6]1[CH:5]=[CH:4][N:3]=[C:2]([NH:24][C:20](=[O:23])[CH2:21][CH3:22])[CH:7]=1. The yield is 0.690. (9) The reactants are [OH:1][C:2]1[CH:3]=[C:4]([C:14]2[NH:18][C:17]([C:19]([O:21][CH2:22][C:23]3[CH:28]=[CH:27][CH:26]=[CH:25][CH:24]=3)=[O:20])=[CH:16][CH:15]=2)[CH:5]=[C:6]([O:8][C@@H:9]([CH3:13])[CH2:10][O:11][CH3:12])[CH:7]=1.[CH:29]([Si:32](Cl)([CH:36]([CH3:38])[CH3:37])[CH:33]([CH3:35])[CH3:34])([CH3:31])[CH3:30].C(N(CC)CC)C.O. The catalyst is C(Cl)Cl.CN(C)C1C=CN=CC=1. The product is [CH3:12][O:11][CH2:10][C@H:9]([CH3:13])[O:8][C:6]1[CH:5]=[C:4]([C:14]2[NH:18][C:17]([C:19]([O:21][CH2:22][C:23]3[CH:28]=[CH:27][CH:26]=[CH:25][CH:24]=3)=[O:20])=[CH:16][CH:15]=2)[CH:3]=[C:2]([O:1][Si:32]([CH:36]([CH3:38])[CH3:37])([CH:33]([CH3:35])[CH3:34])[CH:29]([CH3:31])[CH3:30])[CH:7]=1. The yield is 0.890.